From a dataset of Full USPTO retrosynthesis dataset with 1.9M reactions from patents (1976-2016). Predict the reactants needed to synthesize the given product. (1) Given the product [Cl:49][C:43]1[CH:44]=[C:45]([Cl:48])[CH:46]=[CH:47][C:42]=1[CH:21]1[CH:20]([C:18]([NH:17][O:16][CH2:15][C:11]2[CH:10]=[C:9]([CH:14]=[CH:13][CH:12]=2)[O:8][CH2:7][C:6]([OH:50])=[O:5])=[O:19])[C:29]2[C:24](=[CH:25][CH:26]=[CH:27][CH:28]=2)[C:23](=[O:30])[N:22]1[CH:31]1[CH2:36][CH2:35][CH2:34][CH2:33][CH:32]1[NH:37][S:38]([CH3:41])(=[O:40])=[O:39], predict the reactants needed to synthesize it. The reactants are: C([O:5][C:6](=[O:50])[CH2:7][O:8][C:9]1[CH:14]=[CH:13][CH:12]=[C:11]([CH2:15][O:16][NH:17][C:18]([CH:20]2[C:29]3[C:24](=[CH:25][CH:26]=[CH:27][CH:28]=3)[C:23](=[O:30])[N:22]([CH:31]3[CH2:36][CH2:35][CH2:34][CH2:33][CH:32]3[NH:37][S:38]([CH3:41])(=[O:40])=[O:39])[CH:21]2[C:42]2[CH:47]=[CH:46][C:45]([Cl:48])=[CH:44][C:43]=2[Cl:49])=[O:19])[CH:10]=1)(C)(C)C.ClC(Cl)C.FC(F)(F)C(O)=O. (2) Given the product [F:42][C:41]([F:44])([F:43])[C:39]([OH:45])=[O:40].[F:37][C:25]1[CH:26]=[C:27]([N:30]2[CH:35]=[CH:34][CH:33]=[CH:32][C:31]2=[O:36])[CH:28]=[CH:29][C:24]=1[NH:23][C:22]([C@@H:9]1[CH2:10][C@H:11]([NH:13][C:14]([C:16]2[S:17][C:18]([Cl:21])=[CH:19][CH:20]=2)=[O:15])[CH2:12][NH:8]1)=[O:38], predict the reactants needed to synthesize it. The reactants are: C(OC([N:8]1[CH2:12][C@@H:11]([NH:13][C:14]([C:16]2[S:17][C:18]([Cl:21])=[CH:19][CH:20]=2)=[O:15])[CH2:10][C@H:9]1[C:22](=[O:38])[NH:23][C:24]1[CH:29]=[CH:28][C:27]([N:30]2[CH:35]=[CH:34][CH:33]=[CH:32][C:31]2=[O:36])=[CH:26][C:25]=1[F:37])=O)(C)(C)C.[C:39]([OH:45])([C:41]([F:44])([F:43])[F:42])=[O:40]. (3) Given the product [Cl:23][P:22]([C:2]1[CH:3]=[CH:4][CH:5]=[CH:6][C:10]=1[O:9][CH3:8])[C:12]1[CH:13]=[CH:14][CH:15]=[CH:16][C:21]=1[O:20][CH3:19], predict the reactants needed to synthesize it. The reactants are: Br[C:2]1[C:10]2[O:9][CH2:8]C[C:6]=2[CH:5]=[CH:4][CH:3]=1.Br[C:12]1[CH:13]=[CH:14][CH:15]=[C:16]2[C:21]=1[O:20][CH2:19]CC2.[P:22](Cl)(Cl)[Cl:23]. (4) Given the product [F:56][C:57]1[C:58]([C:64]2[CH:69]=[C:68]([NH:70][C:2]3[CH:7]=[CH:6][N:5]=[C:4]4[CH:8]=[N:9][N:10]([CH:11]([CH3:13])[CH3:12])[C:3]=34)[CH:67]=[CH:66][N:65]=2)=[N:59][C:60]([CH3:63])=[CH:61][CH:62]=1, predict the reactants needed to synthesize it. The reactants are: I[C:2]1[CH:7]=[CH:6][N:5]=[C:4]2[CH:8]=[N:9][N:10]([CH:11]([CH3:13])[CH3:12])[C:3]=12.CC1(C)C2C=CC=C(P(C3C=CC=CC=3)C3C=CC=CC=3)C=2OC2C1=CC=CC=2P(C1C=CC=CC=1)C1C=CC=CC=1.[F:56][C:57]1[C:58]([C:64]2[CH:69]=[C:68]([NH2:70])[CH:67]=[CH:66][N:65]=2)=[N:59][C:60]([CH3:63])=[CH:61][CH:62]=1.CC([O-])(C)C.[Na+]. (5) Given the product [Cl:1][C:2]1[CH:10]=[CH:9][C:8]([C:11]2[N:12]([C:22]([O:24][C:25]([CH3:27])([CH3:26])[CH3:28])=[O:23])[C:13]3[C:18]([CH:19]=2)=[CH:17][C:16]([CH2:20][N:37]2[CH2:38][CH2:39][N:34]([CH2:33][CH2:32][O:31][CH3:30])[CH2:35][CH2:36]2)=[CH:15][CH:14]=3)=[C:7]2[C:3]=1[CH2:4][NH:5][C:6]2=[O:29], predict the reactants needed to synthesize it. The reactants are: [Cl:1][C:2]1[CH:10]=[CH:9][C:8]([C:11]2[N:12]([C:22]([O:24][C:25]([CH3:28])([CH3:27])[CH3:26])=[O:23])[C:13]3[C:18]([CH:19]=2)=[CH:17][C:16]([CH:20]=O)=[CH:15][CH:14]=3)=[C:7]2[C:3]=1[CH2:4][NH:5][C:6]2=[O:29].[CH3:30][O:31][CH2:32][CH2:33][N:34]1[CH2:39][CH2:38][NH:37][CH2:36][CH2:35]1.C(O[BH-](OC(=O)C)OC(=O)C)(=O)C.[Na+].